Dataset: Full USPTO retrosynthesis dataset with 1.9M reactions from patents (1976-2016). Task: Predict the reactants needed to synthesize the given product. (1) The reactants are: [ClH:1].Cl.Cl.[Cl:4][C:5]1[CH:14]=[CH:13][C:12](Cl)=[C:11]2[C:6]=1[CH:7]=[C:8]([C:16]1[C:17]([NH2:33])=[N:18][CH:19]=[C:20]([C:22]3[CH:23]=[N:24][N:25]([CH:27]4[CH2:32][CH2:31][NH:30][CH2:29][CH2:28]4)[CH:26]=3)[CH:21]=1)[N:9]=[CH:10]2.[Cl:34]C1C=CC=C2C=1C=C(OS(C(F)(F)F)(=O)=O)N=C2. Given the product [ClH:4].[ClH:34].[ClH:1].[Cl:4][C:5]1[CH:14]=[CH:13][CH:12]=[C:11]2[C:6]=1[CH:7]=[C:8]([C:16]1[C:17]([NH2:33])=[N:18][CH:19]=[C:20]([C:22]3[CH:23]=[N:24][N:25]([CH:27]4[CH2:28][CH2:29][NH:30][CH2:31][CH2:32]4)[CH:26]=3)[CH:21]=1)[N:9]=[CH:10]2, predict the reactants needed to synthesize it. (2) Given the product [NH2:2][CH2:18][C@H:14]([C@@H:15]1[CH:16]=[CH:19][CH2:20][O:21]1)[OH:13], predict the reactants needed to synthesize it. The reactants are: [Cl-].[NH4+:2].CC1C=CC(S([O:13][C@H:14]2[CH2:18]O[C@@H:16]3[C@@H:19](Br)[CH2:20][O:21][C@H:15]23)(=O)=O)=CC=1.N.CO. (3) The reactants are: Br[C:2]1[CH:10]=[CH:9][C:8]([F:11])=[C:7]2[C:3]=1[CH2:4][CH2:5][C@H:6]2[O:12][C:13]1[CH:26]=[CH:25][C:16]2[C@H:17]([CH2:20][C:21]([O:23][CH3:24])=[O:22])[CH2:18][O:19][C:15]=2[CH:14]=1.Br[C:28]1[C:41]([CH3:42])=[CH:40][C:31]([C:32]([NH:34][CH2:35][C:36]([OH:39])([CH3:38])[CH3:37])=[O:33])=[CH:30][C:29]=1[CH3:43]. Given the product [CH3:24][O:23][C:21](=[O:22])[CH2:20][C@H:17]1[C:16]2[CH:25]=[CH:26][C:13]([O:12][C@H:6]3[C:7]4[C:3](=[C:2]([C:28]5[C:41]([CH3:42])=[CH:40][C:31]([C:32](=[O:33])[NH:34][CH2:35][C:36]([OH:39])([CH3:38])[CH3:37])=[CH:30][C:29]=5[CH3:43])[CH:10]=[CH:9][C:8]=4[F:11])[CH2:4][CH2:5]3)=[CH:14][C:15]=2[O:19][CH2:18]1, predict the reactants needed to synthesize it. (4) The reactants are: [BH4-].[Na+].[C:3]([NH:7][C:8]1[N:13]=[C:12]2[C:14](=[O:27])[CH2:15][CH2:16][C@@H:17]([C:19]3[CH:24]=[CH:23][CH:22]=[C:21]([F:25])[C:20]=3[F:26])[CH2:18][C:11]2=[CH:10][CH:9]=1)([CH3:6])([CH3:5])[CH3:4]. Given the product [C:3]([NH:7][C:8]1[N:13]=[C:12]2[C@H:14]([OH:27])[CH2:15][CH2:16][C@@H:17]([C:19]3[CH:24]=[CH:23][CH:22]=[C:21]([F:25])[C:20]=3[F:26])[CH2:18][C:11]2=[CH:10][CH:9]=1)([CH3:6])([CH3:4])[CH3:5], predict the reactants needed to synthesize it.